This data is from Forward reaction prediction with 1.9M reactions from USPTO patents (1976-2016). The task is: Predict the product of the given reaction. (1) The product is: [CH3:13][C:14]1[N:18]=[C:17]([C@H:19]2[CH2:20][CH2:21][C@H:22]([N:25]3[C:30](=[O:31])[C:29]([CH2:32][C:33]4[CH:38]=[CH:37][C:36]([C:39]5[CH:44]=[CH:43][CH:42]=[CH:41][C:40]=5[C:45]5[NH:3][C:4](=[O:7])[O:5][N:46]=5)=[CH:35][CH:34]=4)=[C:28]([CH2:47][CH2:48][CH3:49])[N:27]4[N:50]=[CH:51][N:52]=[C:26]34)[CH2:23][CH2:24]2)[O:16][N:15]=1. Given the reactants [Cl-].O[NH3+:3].[C:4](=[O:7])([O-])[OH:5].[Na+].CS(C)=O.[CH3:13][C:14]1[N:18]=[C:17]([C@H:19]2[CH2:24][CH2:23][C@H:22]([N:25]3[C:30](=[O:31])[C:29]([CH2:32][C:33]4[CH:38]=[CH:37][C:36]([C:39]5[C:40]([C:45]#[N:46])=[CH:41][CH:42]=[CH:43][CH:44]=5)=[CH:35][CH:34]=4)=[C:28]([CH2:47][CH2:48][CH3:49])[N:27]4[N:50]=[CH:51][N:52]=[C:26]34)[CH2:21][CH2:20]2)[O:16][N:15]=1, predict the reaction product. (2) Given the reactants [O:1]1[C:5]2([CH2:10][CH2:9][C:8]([C:11]3[C:19]4[C:14](=[CH:15][CH:16]=[CH:17][CH:18]=4)[NH:13][CH:12]=3)=[CH:7][CH2:6]2)[O:4][CH2:3][CH2:2]1.[Br:20]C1C=C2C(=CC=1)NC=C2, predict the reaction product. The product is: [O:4]1[C:5]2([CH2:10][CH2:9][C:8]([C:11]3[C:19]4[C:14](=[CH:15][CH:16]=[C:17]([Br:20])[CH:18]=4)[NH:13][CH:12]=3)=[CH:7][CH2:6]2)[O:1][CH2:2][CH2:3]1. (3) Given the reactants [Br:1][C:2]1[CH:3]=[CH:4][C:5]2[O:9][C:8]3[CH:10]=[C:11]([S:14]([NH:17][C@@H:18]([CH:23]([CH3:25])[CH3:24])[C:19]([O:21][CH3:22])=[O:20])(=[O:16])=[O:15])[CH:12]=[CH:13][C:7]=3[C:6]=2[CH:26]=1.[N+:27]([O-])([OH:29])=[O:28], predict the reaction product. The product is: [Br:1][C:2]1[C:3]([N+:27]([O-:29])=[O:28])=[CH:4][C:5]2[O:9][C:8]3[CH:10]=[C:11]([S:14]([NH:17][C@@H:18]([CH:23]([CH3:24])[CH3:25])[C:19]([O:21][CH3:22])=[O:20])(=[O:16])=[O:15])[CH:12]=[CH:13][C:7]=3[C:6]=2[CH:26]=1. (4) Given the reactants Br[C:2]1[N:3]([CH2:18]OCC[Si](C)(C)C)[CH:4]=[C:5]([C:7]([N:9]([CH2:14][CH2:15][CH2:16][CH3:17])[CH2:10][CH2:11][CH2:12][CH3:13])=[O:8])[N:6]=1.CN1C=C(C(O)=O)N=C1, predict the reaction product. The product is: [CH2:10]([N:9]([CH2:14][CH2:15][CH2:16][CH3:17])[C:7]([C:5]1[N:6]=[CH:2][N:3]([CH3:18])[CH:4]=1)=[O:8])[CH2:11][CH2:12][CH3:13]. (5) Given the reactants ClC1C=CC2SC=C(CN3CCN(C4SC(C(O)=O)=C(C)N=4)C3=O)C=2C=1.[CH3:27][C:28]1[N:29]=[C:30]([N:36]2[CH2:40][CH2:39][N:38]([CH2:41][C:42]3[C:43]([CH3:53])=[N:44][O:45][C:46]=3[C:47]3[CH:52]=[CH:51][CH:50]=[CH:49][CH:48]=3)[C:37]2=[O:54])[S:31][C:32]=1[C:33](O)=[O:34].[NH2:55][CH2:56][C:57]1[CH:58]=[N:59][CH:60]=[CH:61][CH:62]=1, predict the reaction product. The product is: [CH3:27][C:28]1[N:29]=[C:30]([N:36]2[CH2:40][CH2:39][N:38]([CH2:41][C:42]3[C:43]([CH3:53])=[N:44][O:45][C:46]=3[C:47]3[CH:52]=[CH:51][CH:50]=[CH:49][CH:48]=3)[C:37]2=[O:54])[S:31][C:32]=1[C:33]([NH:55][CH2:56][C:57]1[CH:58]=[N:59][CH:60]=[CH:61][CH:62]=1)=[O:34]. (6) The product is: [Cl:1][C:19]1[C:18]2[C:13](=[CH:14][CH:15]=[C:16]([C:32]3[CH2:45][C:44]([C:42]4[O:43][C:39]5[CH:38]=[C:37]([F:36])[CH:48]=[CH:47][C:40]=5[N:41]=4)([CH3:46])[O:34][N:33]=3)[CH:17]=2)[C:12](=[O:35])[N:11]([C:8]2[CH:9]=[CH:10][C:5]([F:4])=[CH:6][CH:7]=2)[C:20]=1[CH2:21][CH2:22][CH2:23][CH2:24][C:25]([O:27][C:28]([CH3:29])([CH3:30])[CH3:31])=[O:26]. Given the reactants [Cl:1][O-].[Na+].[F:4][C:5]1[CH:10]=[CH:9][C:8]([N:11]2[C:20]([CH2:21][CH2:22][CH2:23][CH2:24][C:25]([O:27][C:28]([CH3:31])([CH3:30])[CH3:29])=[O:26])=[CH:19][C:18]3[C:13](=[CH:14][CH:15]=[C:16](/[CH:32]=[N:33]/[OH:34])[CH:17]=3)[C:12]2=[O:35])=[CH:7][CH:6]=1.[F:36][C:37]1[CH:48]=[CH:47][C:40]2[N:41]=[C:42]([C:44]([CH3:46])=[CH2:45])[O:43][C:39]=2[CH:38]=1, predict the reaction product. (7) Given the reactants [Cl:1][C:2]1[C:10]([NH:11][S:12]([C:15]2[S:16][CH:17]=[CH:18][CH:19]=2)(=[O:14])=[O:13])=[C:9]2[C:5]([CH:6]=[C:7]([C:20]([NH2:22])=O)[NH:8]2)=[CH:4][CH:3]=1.COC1C=CC(P2(SP(C3C=CC(OC)=CC=3)(=S)S2)=[S:32])=CC=1, predict the reaction product. The product is: [Cl:1][C:2]1[C:10]([NH:11][S:12]([C:15]2[S:16][CH:17]=[CH:18][CH:19]=2)(=[O:14])=[O:13])=[C:9]2[C:5]([CH:6]=[C:7]([C:20](=[S:32])[NH2:22])[NH:8]2)=[CH:4][CH:3]=1. (8) Given the reactants [CH:1]1([N:7]([CH2:15][CH:16]([OH:18])[CH3:17])[C:8](=[O:14])[O:9][C:10]([CH3:13])([CH3:12])[CH3:11])[CH2:6][CH2:5][CH2:4][CH2:3][CH2:2]1.[CH3:19][C:20]1[CH:28]=[C:27]([CH3:29])[CH:26]=[C:25]([CH3:30])[C:21]=1[C:22](Cl)=[O:23], predict the reaction product. The product is: [CH3:19][C:20]1[CH:28]=[C:27]([CH3:29])[CH:26]=[C:25]([CH3:30])[C:21]=1[C:22]([O:18][CH:16]([CH3:17])[CH2:15][N:7]([C:8]([O:9][C:10]([CH3:11])([CH3:12])[CH3:13])=[O:14])[CH:1]1[CH2:2][CH2:3][CH2:4][CH2:5][CH2:6]1)=[O:23]. (9) Given the reactants [C:1]([C:4]1[CH:9]=[CH:8][C:7]([C:10]2[CH:15]=[CH:14][C:13]([CH2:16][C@H:17]([NH:20][C:21]([C:23]3([NH:29]C(=O)OC(C)(C)C)[CH2:28][CH2:27][O:26][CH2:25][CH2:24]3)=[O:22])[C:18]#[N:19])=[CH:12][CH:11]=2)=[CH:6][C:5]=1[F:37])(=[O:3])[NH2:2], predict the reaction product. The product is: [NH2:29][C:23]1([C:21]([NH:20][C@H:17]([C:18]#[N:19])[CH2:16][C:13]2[CH:12]=[CH:11][C:10]([C:7]3[CH:8]=[CH:9][C:4]([C:1](=[O:3])[NH2:2])=[C:5]([F:37])[CH:6]=3)=[CH:15][CH:14]=2)=[O:22])[CH2:24][CH2:25][O:26][CH2:27][CH2:28]1.